This data is from Forward reaction prediction with 1.9M reactions from USPTO patents (1976-2016). The task is: Predict the product of the given reaction. (1) Given the reactants [CH2:1]([NH:3][C:4]([NH:6][N:7]([CH2:9][C:10]([OH:12])=O)[CH3:8])=[O:5])[CH3:2].[NH2:13][C@@H:14]([CH2:38][C:39]([NH:41][C:42]([C:55]1[CH:60]=[CH:59][CH:58]=[CH:57][CH:56]=1)([C:49]1[CH:54]=[CH:53][CH:52]=[CH:51][CH:50]=1)[C:43]1[CH:48]=[CH:47][CH:46]=[CH:45][CH:44]=1)=[O:40])[C:15]([N:17]([C@@H:29]([CH3:37])[CH:30]([O:34][CH2:35][CH3:36])[O:31][CH2:32][CH3:33])[CH2:18][C:19]1[CH:20]=[CH:21][CH:22]=[C:23]2[C:28]=1[N:27]=[CH:26][CH:25]=[CH:24]2)=[O:16], predict the reaction product. The product is: [CH2:35]([O:34][CH:30]([O:31][CH2:32][CH3:33])[C@@H:29]([N:17]([CH2:18][C:19]1[CH:20]=[CH:21][CH:22]=[C:23]2[C:28]=1[N:27]=[CH:26][CH:25]=[CH:24]2)[C:15](=[O:16])[C@@H:14]([NH:13][C:10](=[O:12])[CH2:9][N:7]([CH3:8])[NH:6][C:4]([NH:3][CH2:1][CH3:2])=[O:5])[CH2:38][C:39](=[O:40])[NH:41][C:42]([C:55]1[CH:56]=[CH:57][CH:58]=[CH:59][CH:60]=1)([C:43]1[CH:48]=[CH:47][CH:46]=[CH:45][CH:44]=1)[C:49]1[CH:50]=[CH:51][CH:52]=[CH:53][CH:54]=1)[CH3:37])[CH3:36]. (2) The product is: [C:1]([C:4]1[C:39](=[O:40])[C@@:8]2([CH3:41])[C:9]3[C:15]([OH:16])=[CH:14][C:13]([O:17][CH3:18])=[C:12]([C:19]([NH:21][CH2:22][C:23]4[C:32]5[C:27](=[CH:28][CH:29]=[CH:30][CH:31]=5)[CH:26]=[C:25]([CH2:33][CH2:34][C:35]([O:37][CH3:38])=[O:36])[CH:24]=4)=[O:20])[C:10]=3[O:11][C:7]2=[CH:6][C:5]=1[OH:42])(=[O:3])[CH3:2]. Given the reactants [C:1]([C:4]1[C:39](=[O:40])[C@@:8]2([CH3:41])[C:9]3[C:15]([OH:16])=[CH:14][C:13]([O:17][CH3:18])=[C:12]([C:19]([NH:21][CH2:22][C:23]4[C:32]5[C:27](=[CH:28][CH:29]=[CH:30][CH:31]=5)[CH:26]=[C:25](/[CH:33]=[CH:34]/[C:35]([O:37][CH3:38])=[O:36])[CH:24]=4)=[O:20])[C:10]=3[O:11][C:7]2=[CH:6][C:5]=1[OH:42])(=[O:3])[CH3:2].[H][H], predict the reaction product. (3) Given the reactants Br[C:2]1[CH:3]=[C:4]([CH:8]=[C:9]([O:11][C:12]([F:15])([F:14])[F:13])[CH:10]=1)[C:5]([OH:7])=[O:6].[NH:16]1[CH2:20][CH2:19][CH2:18][CH2:17]1.C(=O)([O-])[O-].[Cs+].[Cs+].N1C2C(=CC=C3C=2N=CC=C3)C=CC=1.Cl, predict the reaction product. The product is: [N:16]1([C:2]2[CH:3]=[C:4]([CH:8]=[C:9]([O:11][C:12]([F:15])([F:14])[F:13])[CH:10]=2)[C:5]([OH:7])=[O:6])[CH2:20][CH2:19][CH2:18][CH2:17]1. (4) Given the reactants [CH3:1][O:2][C:3]1[C:4]([CH3:34])=[C:5]([C:25]([O:32][CH3:33])=[C:26]([O:30][CH3:31])[C:27]=1[O:28][CH3:29])[CH2:6][C:7]1[CH:8]=[CH:9][C:10](OS(C(F)(F)F)(=O)=O)=[C:11]([CH:16]=1)[C:12]([O:14][CH3:15])=[O:13].C(=O)([O-])[O-].[Na+].[Na+].[Cl-].[Li+].B1([C:52]2[CH:57]=[CH:56][N:55]=[CH:54][CH:53]=2)OC(C)(C)C(C)(C)O1, predict the reaction product. The product is: [CH3:1][O:2][C:3]1[C:4]([CH3:34])=[C:5]([C:25]([O:32][CH3:33])=[C:26]([O:30][CH3:31])[C:27]=1[O:28][CH3:29])[CH2:6][C:7]1[CH:8]=[CH:9][C:10]([C:52]2[CH:53]=[CH:54][N:55]=[CH:56][CH:57]=2)=[C:11]([CH:16]=1)[C:12]([O:14][CH3:15])=[O:13].